Dataset: Reaction yield outcomes from USPTO patents with 853,638 reactions. Task: Predict the reaction yield, written as a fraction of the theoretical maximum amount of product (1.0 means a 100% yield; for example, 0.34 means a 34% yield). (1) The reactants are [F:1][CH:2]([F:21])[C:3]1[C:7]([S:8]([C@@:11]([CH:14]2[CH2:19][CH2:18][NH:17][CH2:16][CH2:15]2)([F:13])[CH3:12])(=[O:10])=[O:9])=[CH:6][N:5]([CH3:20])[N:4]=1.[C:22]1([NH:28][C:29](=[O:31])O)C=CC=[CH:24][CH:23]=1.NC1C=C[O:35][N:34]=1.CN(C)C. The catalyst is C(#N)C. The product is [F:21][CH:2]([F:1])[C:3]1[C:7]([S:8]([C@@:11]([CH:14]2[CH2:19][CH2:18][N:17]([C:29]([NH:28][C:22]3[CH:23]=[CH:24][O:35][N:34]=3)=[O:31])[CH2:16][CH2:15]2)([F:13])[CH3:12])(=[O:9])=[O:10])=[CH:6][N:5]([CH3:20])[N:4]=1. The yield is 0.670. (2) The reactants are [NH:1]1[CH2:5][CH2:4][CH2:3][CH:2]1[C:6]([OH:8])=O.[CH3:9][C:10]1[N:11]=[C:12]([NH2:21])[S:13][C:14]=1[CH2:15][CH2:16][O:17][N+:18]([O-:20])=[O:19]. No catalyst specified. The product is [CH3:9][C:10]1[N:11]=[C:12]([NH:21][C:6]([CH:2]2[CH2:3][CH2:4][CH2:5][NH:1]2)=[O:8])[S:13][C:14]=1[CH2:15][CH2:16][O:17][N+:18]([O-:20])=[O:19]. The yield is 0.550. (3) The reactants are [NH2:1][C:2]1[CH:7]=[CH:6][N:5]=[CH:4][CH:3]=1.P(=O)(O)(O)O.[N+]([O-])(O)=O.[N:17]([O-])=O.[Na+].[CH3:21][O:22][CH2:23][C:24](=[O:30])[CH2:25][C:26]([O:28][CH3:29])=[O:27].C([O-])(=O)C.[Na+]. The catalyst is CO. The product is [CH3:21][O:22][CH2:23][C:24](=[O:30])[C:25](=[N:17][NH:1][C:2]1[CH:7]=[CH:6][N:5]=[CH:4][CH:3]=1)[C:26]([O:28][CH3:29])=[O:27]. The yield is 0.190. (4) The yield is 0.630. The reactants are [N:1]1([C:7]([C:9]2[S:13][C:12]([C:14]#[N:15])=[CH:11][CH:10]=2)=[O:8])[CH2:6][CH2:5][CH2:4][CH2:3][CH2:2]1.C([O-])(=O)C.[Na+].Cl.[NH2:22]O.[F:24][C:25]([F:36])([F:35])[C:26](O[C:26](=[O:27])[C:25]([F:36])([F:35])[F:24])=[O:27]. The catalyst is CCO.O.C1(C)C=CC=CC=1. The product is [N:1]1([C:7]([C:9]2[S:13][C:12]([C:14]3[N:22]=[C:26]([C:25]([F:36])([F:35])[F:24])[O:27][N:15]=3)=[CH:11][CH:10]=2)=[O:8])[CH2:6][CH2:5][CH2:4][CH2:3][CH2:2]1. (5) The reactants are [O:1]([C:8]1[CH:16]=[CH:15][C:11]([C:12]([OH:14])=O)=[CH:10][CH:9]=1)[C:2]1[CH:7]=[CH:6][CH:5]=[CH:4][CH:3]=1.[NH2:17][C:18]1[CH:23]=[CH:22][C:21]([P:24](=[O:31])([O:28][CH2:29][CH3:30])[O:25][CH2:26][CH3:27])=[CH:20][CH:19]=1.C(Cl)CCl.C(Cl)Cl.CO. The catalyst is CN(C1C=CN=CC=1)C.C(Cl)Cl. The product is [O:1]([C:8]1[CH:9]=[CH:10][C:11]([C:12]([NH:17][C:18]2[CH:23]=[CH:22][C:21]([P:24](=[O:31])([O:25][CH2:26][CH3:27])[O:28][CH2:29][CH3:30])=[CH:20][CH:19]=2)=[O:14])=[CH:15][CH:16]=1)[C:2]1[CH:3]=[CH:4][CH:5]=[CH:6][CH:7]=1. The yield is 0.420. (6) The reactants are [Cl:1][C:2]1[CH:7]=[C:6]([Cl:8])[CH:5]=[CH:4][C:3]=1[C:9]1[C:10]([C:21]#[N:22])=[CH:11][C:12]2[N:13]([C:15]([N+:18]([O-])=O)=[CH:16][N:17]=2)[CH:14]=1.[OH2:23].[OH2:24].[Sn](Cl)Cl. The catalyst is CCO. The product is [NH2:22][CH2:21][C:10]1[C:9]([C:3]2[CH:4]=[CH:5][C:6]([Cl:8])=[CH:7][C:2]=2[Cl:1])=[CH:14][N:13]2[C:15]([NH:18][C:9]([CH:3]3[CH2:4][CH2:5][O:24][CH2:7][CH2:2]3)=[O:23])=[CH:16][N:17]=[C:12]2[CH:11]=1. The yield is 0.280. (7) The reactants are [CH3:1][CH:2]([NH:4][C:5]1[CH:22]=[N:21][C:8]2[CH2:9][N:10]([C:14]([O:16][C:17]([CH3:20])([CH3:19])[CH3:18])=[O:15])[CH2:11][CH2:12][O:13][C:7]=2[N:6]=1)[CH3:3].C[Si](C)(C)[N-][Si](C)(C)C.[K+].I[CH2:34][CH3:35].O. The catalyst is O1CCCC1. The product is [CH2:34]([N:4]([CH:2]([CH3:1])[CH3:3])[C:5]1[CH:22]=[N:21][C:8]2[CH2:9][N:10]([C:14]([O:16][C:17]([CH3:20])([CH3:19])[CH3:18])=[O:15])[CH2:11][CH2:12][O:13][C:7]=2[N:6]=1)[CH3:35]. The yield is 0.0700. (8) The reactants are [CH3:1][N:2]1[C:14]2[C:13]3[N:12]=[C:11]([NH:15][CH:16]4[CH2:21][CH2:20][NH:19][CH2:18][CH2:17]4)[N:10]=[CH:9][C:8]=3[CH2:7][CH2:6][C:5]=2[C:4]([C:22]([NH2:24])=[O:23])=[N:3]1.[Si](Cl)(C(C)(C)C)(C)C.C(N(CC)CC)C.CN(C)[CH:42]=[O:43]. The yield is 0.800. The catalyst is CN(C)C1C=CN=CC=1. The product is [CH:42]([N:19]1[CH2:18][CH2:17][CH:16]([NH:15][C:11]2[N:10]=[CH:9][C:8]3[CH2:7][CH2:6][C:5]4[C:4]([C:22]([NH2:24])=[O:23])=[N:3][N:2]([CH3:1])[C:14]=4[C:13]=3[N:12]=2)[CH2:21][CH2:20]1)=[O:43]. (9) The product is [CH2:24]([O:23][C:21]([N:8]1[CH2:12][C@H:11]([CH3:13])[C@@:10]([CH3:19])([C:14]([O:16][CH2:17][CH3:18])=[O:15])[CH2:9]1)=[O:22])[C:25]1[CH:30]=[CH:29][CH:28]=[CH:27][CH:26]=1. The catalyst is ClCCl. The yield is 0.540. The reactants are C([N:8]1[CH2:12][C@H:11]([CH3:13])[C@@:10]([CH3:19])([C:14]([O:16][CH2:17][CH3:18])=[O:15])[CH2:9]1)C1C=CC=CC=1.Cl[C:21]([O:23][CH2:24][C:25]1[CH:30]=[CH:29][CH:28]=[CH:27][CH:26]=1)=[O:22]. (10) The reactants are C(=O)([O-])[O-].[K+].[K+].[Br:7][C:8]1[CH:13]=[CH:12][CH:11]=[CH:10][C:9]=1B(O)O.Br[C:18]1[C:27]2[C:22](=[CH:23][CH:24]=[CH:25][CH:26]=2)[CH:21]=[CH:20][CH:19]=1.N#N.C1(P(C2C=CC=CC=2)C2C=CC=CC=2)C=CC=CC=1. The catalyst is C([O-])(=O)C.[Pd+2].C([O-])(=O)C.C(O)C.COCCOC.O. The product is [Br:7][C:8]1[CH:13]=[CH:12][CH:11]=[CH:10][C:9]=1[C:26]1[C:27]2[C:22](=[CH:21][CH:20]=[CH:19][CH:18]=2)[CH:23]=[CH:24][CH:25]=1. The yield is 0.510.